From a dataset of Forward reaction prediction with 1.9M reactions from USPTO patents (1976-2016). Predict the product of the given reaction. (1) Given the reactants Br[N:2]1[C:6](=[O:7])CC[C:3]1=[O:8].[N:9](C(C)(C)C#N)=[N:10]C(C)(C)C#N.[CH3:21][CH2:22][CH2:23][CH2:24][CH2:25][CH3:26], predict the reaction product. The product is: [C:23]1([N:2]2[C:6](=[O:7])[N:10]=[N:9][C:3]2=[O:8])[CH:22]=[CH:21][CH:26]=[CH:25][CH:24]=1. (2) Given the reactants C(O[C:4]1[C:5](=[O:16])[C:6](=[O:15])[C:7]=1[NH:8][C:9]1[CH:10]=[N:11][CH:12]=[CH:13][CH:14]=1)C.[Cl:17][C:18]1[CH:33]=[CH:32][C:21]([O:22][CH2:23][C:24]2[CH:31]=[CH:30][C:27]([CH2:28][NH2:29])=[CH:26][CH:25]=2)=[CH:20][CH:19]=1, predict the reaction product. The product is: [Cl:17][C:18]1[CH:19]=[CH:20][C:21]([O:22][CH2:23][C:24]2[CH:31]=[CH:30][C:27]([CH2:28][NH:29][C:4]3[C:5](=[O:16])[C:6](=[O:15])[C:7]=3[NH:8][C:9]3[CH:10]=[N:11][CH:12]=[CH:13][CH:14]=3)=[CH:26][CH:25]=2)=[CH:32][CH:33]=1. (3) Given the reactants N1C=CC=CC=1.C1(S(Cl)(=O)=O)C=CC=CC=1.[C:17]([Si:21]([CH3:41])([CH3:40])[O:22][CH2:23][CH2:24][CH2:25][CH2:26][CH2:27][CH:28]([OH:39])[CH:29]([CH2:33][CH2:34][CH2:35][CH2:36][CH2:37][CH3:38])[C:30](O)=[O:31])([CH3:20])([CH3:19])[CH3:18], predict the reaction product. The product is: [C:17]([Si:21]([CH3:41])([CH3:40])[O:22][CH2:23][CH2:24][CH2:25][CH2:26][CH2:27][CH:28]1[O:39][C:30](=[O:31])[CH:29]1[CH2:33][CH2:34][CH2:35][CH2:36][CH2:37][CH3:38])([CH3:20])([CH3:19])[CH3:18]. (4) Given the reactants [C:1]1([C@H:7]([O:9][C:10](=[O:25])[NH:11][C:12]2[C:13]([CH3:24])=[N:14][O:15][C:16]=2[C:17]2[CH:22]=[CH:21][C:20](Br)=[CH:19][CH:18]=2)[CH3:8])[CH:6]=[CH:5][CH:4]=[CH:3][CH:2]=1.[CH2:26]([O:28][C:29]([C:31]1([C:36]2[CH:41]=[CH:40][C:39](B3OC(C)(C)C(C)(C)O3)=[CH:38][CH:37]=2)[CH2:35][CH2:34][CH2:33][CH2:32]1)=[O:30])[CH3:27].C(=O)([O-])[O-].[K+].[K+].COCCOC, predict the reaction product. The product is: [CH2:26]([O:28][C:29]([C:31]1([C:36]2[CH:41]=[CH:40][C:39]([C:20]3[CH:21]=[CH:22][C:17]([C:16]4[O:15][N:14]=[C:13]([CH3:24])[C:12]=4[NH:11][C:10]([O:9][C@@H:7]([C:1]4[CH:6]=[CH:5][CH:4]=[CH:3][CH:2]=4)[CH3:8])=[O:25])=[CH:18][CH:19]=3)=[CH:38][CH:37]=2)[CH2:32][CH2:33][CH2:34][CH2:35]1)=[O:30])[CH3:27]. (5) Given the reactants C([O:5][C:6]([C:8]1[S:9][C:10]([CH2:13][CH2:14][CH2:15][N:16]([S:27]([C:30]2[CH:35]=[CH:34][CH:33]=[CH:32][C:31]=2[Cl:36])(=[O:29])=[O:28])[CH2:17][CH2:18][CH2:19][C:20]2[CH:25]=[CH:24][CH:23]=[C:22]([Cl:26])[CH:21]=2)=[CH:11][CH:12]=1)=[O:7])(C)(C)C, predict the reaction product. The product is: [Cl:36][C:31]1[CH:32]=[CH:33][CH:34]=[CH:35][C:30]=1[S:27]([N:16]([CH2:17][CH2:18][CH2:19][C:20]1[CH:25]=[CH:24][CH:23]=[C:22]([Cl:26])[CH:21]=1)[CH2:15][CH2:14][CH2:13][C:10]1[S:9][C:8]([C:6]([OH:7])=[O:5])=[CH:12][CH:11]=1)(=[O:28])=[O:29]. (6) Given the reactants [Si:1]([O:8][CH2:9][CH2:10][C@H:11]1[CH2:22][CH2:21][C:20]2[S:19][C:18]3[N:17]=[CH:16][N:15]=[C:14](Cl)[C:13]=3[C:12]1=2)([C:4]([CH3:7])([CH3:6])[CH3:5])([CH3:3])[CH3:2].[N:24]1([C@H:30]2[CH2:35][CH2:34][C@H:33]([OH:36])[CH2:32][CH2:31]2)[CH2:29][CH2:28][O:27][CH2:26][CH2:25]1.[H-].[Na+], predict the reaction product. The product is: [Si:1]([O:8][CH2:9][CH2:10][C@H:11]1[CH2:22][CH2:21][C:20]2[S:19][C:18]3[N:17]=[CH:16][N:15]=[C:14]([O:36][CH:33]4[CH2:32][CH2:31][CH:30]([N:24]5[CH2:29][CH2:28][O:27][CH2:26][CH2:25]5)[CH2:35][CH2:34]4)[C:13]=3[C:12]1=2)([C:4]([CH3:7])([CH3:6])[CH3:5])([CH3:3])[CH3:2].